The task is: Predict the reaction yield, written as a fraction of the theoretical maximum amount of product (1.0 means a 100% yield; for example, 0.34 means a 34% yield).. This data is from Reaction yield outcomes from USPTO patents with 853,638 reactions. (1) The reactants are Br[C:2]1[CH:7]=[CH:6][C:5]([C@H:8]2[O:13][CH2:12][CH2:11][N:10]([C:14]([O:16][C:17]([CH3:20])([CH3:19])[CH3:18])=[O:15])[CH2:9]2)=[CH:4][CH:3]=1.[C:21]1([C:27]([C:29]2[CH:34]=[CH:33][CH:32]=[CH:31][CH:30]=2)=[NH:28])[CH:26]=[CH:25][CH:24]=[CH:23][CH:22]=1.CC(C)([O-])C.[Na+]. The catalyst is C1(C)C=CC=CC=1.C1C=CC(/C=C/C(/C=C/C2C=CC=CC=2)=O)=CC=1.C1C=CC(/C=C/C(/C=C/C2C=CC=CC=2)=O)=CC=1.C1C=CC(/C=C/C(/C=C/C2C=CC=CC=2)=O)=CC=1.[Pd].[Pd].C1C=CC(P(C2C(C3C(P(C4C=CC=CC=4)C4C=CC=CC=4)=CC=C4C=3C=CC=C4)=C3C(C=CC=C3)=CC=2)C2C=CC=CC=2)=CC=1. The product is [C:21]1([C:27](=[N:28][C:2]2[CH:7]=[CH:6][C:5]([C@H:8]3[O:13][CH2:12][CH2:11][N:10]([C:14]([O:16][C:17]([CH3:20])([CH3:19])[CH3:18])=[O:15])[CH2:9]3)=[CH:4][CH:3]=2)[C:29]2[CH:30]=[CH:31][CH:32]=[CH:33][CH:34]=2)[CH:26]=[CH:25][CH:24]=[CH:23][CH:22]=1. The yield is 0.860. (2) The reactants are [Cl:1][C:2]1[CH:3]=[C:4]([CH:27]=[CH:28][C:29]=1[Cl:30])[CH2:5][C:6]1[N:7]=[C:8]([N:21]2[CH2:26][CH2:25][O:24][CH2:23][CH2:22]2)[S:9][C:10]=1[C:11]([NH:13][O:14]C1CCCCO1)=[O:12].FC(F)(F)C(O)=O. The catalyst is C(Cl)Cl. The product is [Cl:1][C:2]1[CH:3]=[C:4]([CH:27]=[CH:28][C:29]=1[Cl:30])[CH2:5][C:6]1[N:7]=[C:8]([N:21]2[CH2:22][CH2:23][O:24][CH2:25][CH2:26]2)[S:9][C:10]=1[C:11]([NH:13][OH:14])=[O:12]. The yield is 0.421. (3) The reactants are Br[CH2:2][CH2:3][CH2:4][O:5][C:6]1[CH:29]=[CH:28][C:9]([CH2:10][N:11]2[C:19]([O:20][CH3:21])=[N:18][C:17]3[C:12]2=[N:13][C:14]([O:23][CH2:24][CH2:25][CH2:26][CH3:27])=[N:15][C:16]=3[NH2:22])=[CH:8][CH:7]=1.[CH3:30][NH2:31].CO. The catalyst is C1COCC1. The product is [CH2:24]([O:23][C:14]1[N:13]=[C:12]2[C:17]([N:18]=[C:19]([O:20][CH3:21])[N:11]2[CH2:10][C:9]2[CH:28]=[CH:29][C:6]([O:5][CH2:4][CH2:3][CH2:2][NH:31][CH3:30])=[CH:7][CH:8]=2)=[C:16]([NH2:22])[N:15]=1)[CH2:25][CH2:26][CH3:27]. The yield is 1.00. (4) The reactants are I[C:2]1[C:10]2[C:5](=[N:6][CH:7]=[N:8][C:9]=2[NH2:11])[N:4]([CH2:12][CH2:13][CH2:14][N:15]2[CH2:20][CH2:19][N:18]([CH3:21])[CH2:17][CH2:16]2)[N:3]=1.[CH3:22][O:23][C:24]1[CH:29]=[C:28](B2OC(C)(C)C(C)(C)O2)[CH:27]=[CH:26][C:25]=1[NH:39][C:40]([C:42]1[N:43]([CH3:51])[C:44]2[C:49]([CH:50]=1)=[CH:48][CH:47]=[CH:46][CH:45]=2)=[O:41].C(=O)([O-])[O-].[Na+].[Na+]. The catalyst is COCCOC.O.C1C=CC([P]([Pd]([P](C2C=CC=CC=2)(C2C=CC=CC=2)C2C=CC=CC=2)([P](C2C=CC=CC=2)(C2C=CC=CC=2)C2C=CC=CC=2)[P](C2C=CC=CC=2)(C2C=CC=CC=2)C2C=CC=CC=2)(C2C=CC=CC=2)C2C=CC=CC=2)=CC=1. The product is [NH2:11][C:9]1[N:8]=[CH:7][N:6]=[C:5]2[N:4]([CH2:12][CH2:13][CH2:14][N:15]3[CH2:20][CH2:19][N:18]([CH3:21])[CH2:17][CH2:16]3)[N:3]=[C:2]([C:28]3[CH:27]=[CH:26][C:25]([NH:39][C:40]([C:42]4[N:43]([CH3:51])[C:44]5[C:49]([CH:50]=4)=[CH:48][CH:47]=[CH:46][CH:45]=5)=[O:41])=[C:24]([O:23][CH3:22])[CH:29]=3)[C:10]=12. The yield is 0.300. (5) The reactants are [C:1]([C:3]1[CH:4]=[C:5]([S:10](Cl)(=[O:12])=[O:11])[CH:6]=[CH:7][C:8]=1[F:9])#[N:2].[F:14][C:15]1[CH:16]=[CH:17][C:18]([NH2:21])=[N:19][CH:20]=1.N1C=CC=CC=1. The catalyst is ClCCl. The product is [C:1]([C:3]1[CH:4]=[C:5]([S:10]([NH:21][C:18]2[CH:17]=[CH:16][C:15]([F:14])=[CH:20][N:19]=2)(=[O:12])=[O:11])[CH:6]=[CH:7][C:8]=1[F:9])#[N:2]. The yield is 0.980.